Dataset: Full USPTO retrosynthesis dataset with 1.9M reactions from patents (1976-2016). Task: Predict the reactants needed to synthesize the given product. (1) Given the product [Cl:23][C:24]1[CH:25]=[C:26]([C@@H:30]2[C@@H:35]([C:36]3[CH:37]=[CH:38][C:39]([Cl:42])=[CH:40][CH:41]=3)[N:34]([C@@H:43]([CH2:46][CH3:47])[CH:44]=[CH:3][C:1]#[N:2])[C:33](=[O:48])[C@:32]([CH2:50][CH:51]3[CH2:55][O:54][C:53]([CH3:57])([CH3:56])[O:52]3)([CH3:49])[CH2:31]2)[CH:27]=[CH:28][CH:29]=1, predict the reactants needed to synthesize it. The reactants are: [C:1]([CH2:3]P(=O)(OCC)OCC)#[N:2].CN1C(=O)N(C)CCC1.[H-].[Na+].[Cl:23][C:24]1[CH:25]=[C:26]([C@@H:30]2[C@@H:35]([C:36]3[CH:41]=[CH:40][C:39]([Cl:42])=[CH:38][CH:37]=3)[N:34]([C@@H:43]([CH2:46][CH3:47])[CH:44]=O)[C:33](=[O:48])[C@:32]([CH2:50][CH:51]3[CH2:55][O:54][C:53]([CH3:57])([CH3:56])[O:52]3)([CH3:49])[CH2:31]2)[CH:27]=[CH:28][CH:29]=1. (2) Given the product [NH2:1][C@H:2]([C:15]([OH:17])=[O:16])[CH2:3][CH2:4][CH2:5][CH2:6][NH2:7], predict the reactants needed to synthesize it. The reactants are: [NH:1](C(OC(C)(C)C)=O)[C@H:2]([C:15]([OH:17])=[O:16])[CH2:3][CH2:4][CH2:5][CH2:6][NH:7]C(OC(C)(C)C)=O.CCN=C=NCCCN(C)C. (3) Given the product [CH3:61][CH2:60][CH2:65][CH2:18][CH2:17][N:12]1[C:1]2[C:2](=[CH:30][CH:28]=[CH:26][CH:24]=2)[C:14]([C:46]([C:44]2[CH:43]=[CH:42][C:41]([O:40][CH3:38])=[CH:50][CH:70]=2)=[O:47])=[CH:13]1, predict the reactants needed to synthesize it. The reactants are: [CH2:1]([N:12]([CH2:17][C:18](O)=O)[CH2:13][C:14](O)=O)[CH2:2]N(CC(O)=O)CC(O)=O.C(O)[C@H]([C@H:24]([C@@H:26]([C@@H:28]([CH2:30]O)O)O)O)O.C(O)[C@H]1O[C@H:38]([O:40][C@:41]2([CH2:50]O)O[C@H:44]([CH2:46][OH:47])[C@@H:43](O)[C@@H:42]2O)[C@H](O)[C@@H](O)[C@@H]1O.CC[Hg]S[C:60]1[C:65](C([O-])=O)=CC=C[CH:61]=1.[Na+].[CH2:70](O)C(N)(CO)CO.